Dataset: Full USPTO retrosynthesis dataset with 1.9M reactions from patents (1976-2016). Task: Predict the reactants needed to synthesize the given product. (1) Given the product [F:25][C:2]([F:1])([F:24])[C:3]1[CH:4]=[CH:5][C:6]([NH:9][C@@H:10]2[CH2:15][C@@H:14]3[NH:16][C@H:11]2[CH2:12][CH2:13]3)=[N:7][CH:8]=1, predict the reactants needed to synthesize it. The reactants are: [F:1][C:2]([F:25])([F:24])[C:3]1[CH:4]=[CH:5][C:6]([NH:9][C@@H:10]2[CH2:15][C@@H:14]3[N:16](C(OC(C)(C)C)=O)[C@H:11]2[CH2:12][CH2:13]3)=[N:7][CH:8]=1.Cl. (2) Given the product [O:10]1[CH:15]=[CH:14][CH:12]=[C:11]1[C:2]1[N:7]=[C:6]([CH2:8][OH:9])[CH:5]=[CH:4][CH:3]=1, predict the reactants needed to synthesize it. The reactants are: Br[C:2]1[N:7]=[C:6]([CH2:8][OH:9])[CH:5]=[CH:4][CH:3]=1.[O:10]1[CH2:15][CH2:14]O[CH2:12][CH2:11]1.C([O-])([O-])=O.[Cs+].[Cs+]. (3) Given the product [Cl:1][C:2]1[CH:3]=[CH:4][C:5]([OH:16])=[C:6]([C:8]([CH:17]2[CH2:19][CH2:18]2)([OH:15])[CH2:9][N:10]2[CH:14]=[CH:13][N:12]=[CH:11]2)[CH:7]=1, predict the reactants needed to synthesize it. The reactants are: [Cl:1][C:2]1[CH:3]=[CH:4][C:5]([OH:16])=[C:6]([C:8](=[O:15])[CH2:9][N:10]2[CH:14]=[CH:13][N:12]=[CH:11]2)[CH:7]=1.[CH:17]1([Mg]Br)[CH2:19][CH2:18]1. (4) Given the product [CH3:23][C@H:21]1[O:22][C@@H:17]([CH3:16])[CH2:18][N:19]([C:13]([C:9]2[CH:10]=[N:11][O:12][C:8]=2[C:5]2[CH:4]=[CH:3][C:2]([CH3:1])=[CH:7][CH:6]=2)=[O:15])[CH2:20]1, predict the reactants needed to synthesize it. The reactants are: [CH3:1][C:2]1[CH:7]=[CH:6][C:5]([C:8]2[O:12][N:11]=[CH:10][C:9]=2[C:13]([OH:15])=O)=[CH:4][CH:3]=1.[CH3:16][C@H:17]1[O:22][C@@H:21]([CH3:23])[CH2:20][NH:19][CH2:18]1. (5) The reactants are: C(OC([NH:8][CH2:9][CH2:10][CH2:11][N:12]1[C:21]2[C:16](=[CH:17][C:18]([C:22]([OH:24])=O)=[CH:19][CH:20]=2)[NH:15][C:14](=[O:25])[C:13]1=[O:26])=O)(C)(C)C.[NH2:27][C:28]1[S:29][C:30]([C:33]2[O:34][CH:35]=[CH:36][CH:37]=2)=[N:31][N:32]=1. Given the product [O:34]1[CH:35]=[CH:36][CH:37]=[C:33]1[C:30]1[S:29][C:28]([NH:27][C:22]([C:18]2[CH:17]=[C:16]3[C:21](=[CH:20][CH:19]=2)[N:12]([CH2:11][CH2:10][CH2:9][NH2:8])[C:13](=[O:26])[C:14](=[O:25])[NH:15]3)=[O:24])=[N:32][N:31]=1, predict the reactants needed to synthesize it.